The task is: Predict the product of the given reaction.. This data is from Forward reaction prediction with 1.9M reactions from USPTO patents (1976-2016). (1) Given the reactants Cl[S:2]([C:5]1[CH:14]=[CH:13][C:12]2[NH:11][C:10](=[O:15])[C:9]3[NH:16][CH:17]=[C:18]([C:19]([OH:21])=[O:20])[C:8]=3[C:7]=2[CH:6]=1)(=[O:4])=[O:3].[OH:22][C:23]1[CH:29]=[CH:28][C:26]([NH2:27])=[CH:25][CH:24]=1, predict the reaction product. The product is: [OH:22][C:23]1[CH:29]=[CH:28][C:26]([NH:27][S:2]([C:5]2[CH:14]=[CH:13][C:12]3[NH:11][C:10](=[O:15])[C:9]4[NH:16][CH:17]=[CH:18][C:8]=4[C:7]=3[CH:6]=2)(=[O:3])=[O:4])=[CH:25][CH:24]=1.[CH2:18]([C:19]([O-:21])=[O:20])[CH3:17]. (2) Given the reactants C(OC([NH:8][C@@H:9]([CH2:13][CH2:14][CH2:15][CH2:16][NH:17][C:18]([O:20][CH2:21][CH2:22][CH2:23][CH:24]=[CH2:25])=[O:19])[C:10]([OH:12])=[O:11])=O)(C)(C)C.[C:26]([OH:32])([C:28]([F:31])([F:30])[F:29])=[O:27], predict the reaction product. The product is: [OH:32][C:26]([C:28]([F:31])([F:30])[F:29])=[O:27].[NH2:8][C@@H:9]([CH2:13][CH2:14][CH2:15][CH2:16][NH:17][C:18]([O:20][CH2:21][CH2:22][CH2:23][CH:24]=[CH2:25])=[O:19])[C:10]([OH:12])=[O:11]. (3) Given the reactants [CH3:1][O:2][C:3](=[O:12])[CH2:4][C:5]1[CH:10]=[CH:9][CH:8]=[C:7]([OH:11])[CH:6]=1.[CH2:13]([C:15]1[S:19][C:18]([C:20]2[CH:25]=[CH:24][C:23]([C:26]([F:29])([F:28])[F:27])=[CH:22][CH:21]=2)=[N:17][C:16]=1[CH2:30][CH2:31]OS(C1C=CC(C)=CC=1)(=O)=O)[CH3:14].C(=O)([O-])[O-].[Cs+].[Cs+], predict the reaction product. The product is: [CH3:1][O:2][C:3](=[O:12])[CH2:4][C:5]1[CH:10]=[CH:9][CH:8]=[C:7]([O:11][CH2:31][CH2:30][C:16]2[N:17]=[C:18]([C:20]3[CH:25]=[CH:24][C:23]([C:26]([F:29])([F:28])[F:27])=[CH:22][CH:21]=3)[S:19][C:15]=2[CH2:13][CH3:14])[CH:6]=1.